The task is: Predict the reactants needed to synthesize the given product.. This data is from Full USPTO retrosynthesis dataset with 1.9M reactions from patents (1976-2016). (1) Given the product [Cl:35][C:22]1[CH:21]=[C:20]([NH:19][C:18]2[C:13]3[CH:12]=[C:11]([C:10]#[C:9][CH2:8][NH:7][CH3:6])[S:36][C:14]=3[N:15]=[CH:16][N:17]=2)[CH:25]=[CH:24][C:23]=1[O:26][CH2:27][C:28]1[CH:33]=[CH:32][CH:31]=[C:30]([F:34])[CH:29]=1, predict the reactants needed to synthesize it. The reactants are: C(O[C:6](=O)[NH:7][CH2:8][C:9]#[C:10][C:11]1[S:36][C:14]2[N:15]=[CH:16][N:17]=[C:18]([NH:19][C:20]3[CH:25]=[CH:24][C:23]([O:26][CH2:27][C:28]4[CH:33]=[CH:32][CH:31]=[C:30]([F:34])[CH:29]=4)=[C:22]([Cl:35])[CH:21]=3)[C:13]=2[CH:12]=1)(C)(C)C.[OH-].[Na+]. (2) The reactants are: [N:1]([CH2:4][C@@H:5]([C:14]1[CH:23]=[CH:22][C:21]([O:24]CC2C=CC=CC=2)=[C:20]2[C:15]=1[CH:16]=[CH:17][C:18](=[O:32])[NH:19]2)[O:6][Si:7]([C:10]([CH3:13])([CH3:12])[CH3:11])([CH3:9])[CH3:8])=[N+]=[N-].[CH:33]([O-:35])=[O:34].[NH4+]. Given the product [CH:33]([OH:35])=[O:34].[NH2:1][CH2:4][C@@H:5]([C:14]1[CH:23]=[CH:22][C:21]([OH:24])=[C:20]2[C:15]=1[CH:16]=[CH:17][C:18](=[O:32])[NH:19]2)[O:6][Si:7]([C:10]([CH3:13])([CH3:12])[CH3:11])([CH3:9])[CH3:8], predict the reactants needed to synthesize it. (3) Given the product [CH3:3][CH:4]([CH3:9])[CH2:5][CH2:6][CH2:7][CH2:8][NH:11][C:12]([N:2]1[C:3](=[O:10])[C:4]2[CH:9]=[CH:8][CH:7]=[CH:6][C:5]=2[S:1]1)=[O:13], predict the reactants needed to synthesize it. The reactants are: [S:1]1[C:5]2[CH:6]=[CH:7][CH:8]=[CH:9][C:4]=2[C:3](=[O:10])[NH:2]1.[N-:11]=[C:12]=[O:13]. (4) Given the product [F:23][C:24]1[CH:29]=[CH:28][C:27]([F:30])=[CH:26][C:25]=1[CH:31]1[CH2:33][CH:32]1[CH2:34][NH:1][CH:2]1[CH2:7][CH2:6][N:5]([CH2:8][CH2:9][N:10]2[C:15]3[CH:16]=[C:17]([C:20]#[N:21])[CH:18]=[CH:19][C:14]=3[O:13][CH2:12][C:11]2=[O:22])[CH2:4][CH2:3]1, predict the reactants needed to synthesize it. The reactants are: [NH2:1][CH:2]1[CH2:7][CH2:6][N:5]([CH2:8][CH2:9][N:10]2[C:15]3[CH:16]=[C:17]([C:20]#[N:21])[CH:18]=[CH:19][C:14]=3[O:13][CH2:12][C:11]2=[O:22])[CH2:4][CH2:3]1.[F:23][C:24]1[CH:29]=[CH:28][C:27]([F:30])=[CH:26][C:25]=1[CH:31]1[CH2:33][CH:32]1[CH:34]=O.C([BH3-])#N.[Na+]. (5) Given the product [Cl:41][C:38]1[S:37][C:36]([NH:35][C:23]([CH:20]2[CH2:21][CH2:22][C:17](=[CH:16][C:12]3[CH:13]=[CH:14][CH:15]=[C:10]([O:9][C:6]4[CH:5]=[CH:4][C:3]([C:2]([F:27])([F:26])[F:1])=[CH:8][N:7]=4)[CH:11]=3)[CH2:18][CH2:19]2)=[O:25])=[N:40][CH:39]=1, predict the reactants needed to synthesize it. The reactants are: [F:1][C:2]([F:27])([F:26])[C:3]1[CH:4]=[CH:5][C:6]([O:9][C:10]2[CH:11]=[C:12]([CH:16]=[C:17]3[CH2:22][CH2:21][CH:20]([C:23]([OH:25])=O)[CH2:19][CH2:18]3)[CH:13]=[CH:14][CH:15]=2)=[N:7][CH:8]=1.C(Cl)(=O)C(Cl)=O.Cl.[NH2:35][C:36]1[S:37][C:38]([Cl:41])=[CH:39][N:40]=1.C(N(CC)CC)C. (6) Given the product [ClH:1].[Cl:1][C:2]1[CH:3]=[C:4]([S:9]([C:12]2[CH:13]=[CH:14][C:15]3[O:24][C:23]4[CH2:22][CH2:21][NH:20][CH2:19][C:18]=4[C:16]=3[CH:17]=2)(=[O:11])=[O:10])[CH:5]=[C:6]([Cl:8])[CH:7]=1, predict the reactants needed to synthesize it. The reactants are: [Cl:1][C:2]1[CH:3]=[C:4]([S:9]([C:12]2[CH:13]=[CH:14][C:15]3[O:24][C:23]4[CH2:22][CH2:21][NH:20][CH2:19][C:18]=4[C:16]=3[CH:17]=2)(=[O:11])=[O:10])[CH:5]=[C:6]([Cl:8])[CH:7]=1.Cl. (7) Given the product [ClH:10].[ClH:10].[NH2:1][C:2]1[C:7]([NH2:8])=[CH:6][CH:5]=[CH:4][C:3]=1[OH:9], predict the reactants needed to synthesize it. The reactants are: [NH2:1][C:2]1[C:7]([NH2:8])=[CH:6][CH:5]=[CH:4][C:3]=1[OH:9].[ClH:10]. (8) Given the product [CH3:1][O:2][C:3]1[CH:4]=[CH:5][C:6]2[O:10][C:9]([CH:11]([NH:21][C:22]3[CH:23]=[CH:24][C:25]([C:26]([O:28][CH3:29])=[O:27])=[CH:30][CH:31]=3)[CH2:12][CH2:13][CH2:14][CH2:15][CH2:16][CH3:17])=[C:8]([CH3:19])[C:7]=2[CH:20]=1, predict the reactants needed to synthesize it. The reactants are: [CH3:1][O:2][C:3]1[CH:4]=[CH:5][C:6]2[O:10][C:9]([C:11](=O)[CH2:12][CH2:13][CH2:14][CH2:15][CH2:16][CH3:17])=[C:8]([CH3:19])[C:7]=2[CH:20]=1.[NH2:21][C:22]1[CH:31]=[CH:30][C:25]([C:26]([O:28][CH3:29])=[O:27])=[CH:24][CH:23]=1.C(=O)([O-])O.[Na+].C([BH3-])#N.[Na+].